This data is from Full USPTO retrosynthesis dataset with 1.9M reactions from patents (1976-2016). The task is: Predict the reactants needed to synthesize the given product. (1) Given the product [CH:1]1([NH:4][C:19]2[O:18][C:17]([C:15]3[CH:16]=[C:10]4[C:9]([NH:25][C@@H:26]5[CH2:31][CH2:30][NH:29][CH2:28][C:27]5([CH3:40])[CH3:39])=[C:8]([C:5]([NH2:6])=[O:7])[CH:13]=[N:12][N:11]4[CH:14]=3)=[N:21][N:20]=2)[CH2:3][CH2:2]1, predict the reactants needed to synthesize it. The reactants are: [CH:1]1([NH2:4])[CH2:3][CH2:2]1.[C:5]([C:8]1[CH:13]=[N:12][N:11]2[CH:14]=[C:15]([C:17]3[O:18][C:19](S(C)=O)=[N:20][N:21]=3)[CH:16]=[C:10]2[C:9]=1[NH:25][C@@H:26]1[CH2:31][CH2:30][N:29](C(OC(C)(C)C)=O)[CH2:28][C:27]1([CH3:40])[CH3:39])(=[O:7])[NH2:6]. (2) Given the product [Cl:2][C:3]1[C:12]([Cl:13])=[CH:11][CH:10]=[C:9]2[C:4]=1[CH:5]=[CH:6][N:7]([CH2:15][CH:16]1[CH2:21][CH2:20][N:19]([CH2:33][C:31]3[O:30][N:29]=[C:28]([C:22]4[CH:23]=[CH:24][CH:25]=[CH:26][CH:27]=4)[CH:32]=3)[CH2:18][CH2:17]1)[C:8]2=[O:14], predict the reactants needed to synthesize it. The reactants are: Cl.[Cl:2][C:3]1[C:12]([Cl:13])=[CH:11][CH:10]=[C:9]2[C:4]=1[CH:5]=[CH:6][N:7]([CH2:15][CH:16]1[CH2:21][CH2:20][NH:19][CH2:18][CH2:17]1)[C:8]2=[O:14].[C:22]1([C:28]2[CH:32]=[C:31]([CH:33]=O)[O:30][N:29]=2)[CH:27]=[CH:26][CH:25]=[CH:24][CH:23]=1.C(O[BH-](OC(=O)C)OC(=O)C)(=O)C.[Na+]. (3) Given the product [CH3:15][N:16]1[CH2:21][CH2:20][N:19]([C:12]([C:10]2[S:11][C:7]([C:4]3[CH:3]=[CH:2][N:1]=[CH:6][CH:5]=3)=[CH:8][CH:9]=2)=[O:14])[CH2:18][CH2:17]1, predict the reactants needed to synthesize it. The reactants are: [N:1]1[CH:6]=[CH:5][C:4]([C:7]2[S:11][C:10]([C:12]([OH:14])=O)=[CH:9][CH:8]=2)=[CH:3][CH:2]=1.[CH3:15][N:16]1[CH2:21][CH2:20][NH:19][CH2:18][CH2:17]1. (4) Given the product [N:1]1([S:11]([C:14]2[CH:15]=[C:16]([N:20]3[C:29](=[O:30])[C:28]4[C:23](=[CH:24][C:25]([C:31]([OH:33])=[O:32])=[CH:26][CH:27]=4)[NH:22][C:21]3=[O:35])[CH:17]=[CH:18][CH:19]=2)(=[O:13])=[O:12])[C:10]2[C:5](=[CH:6][CH:7]=[CH:8][CH:9]=2)[CH2:4][CH2:3][CH2:2]1, predict the reactants needed to synthesize it. The reactants are: [N:1]1([S:11]([C:14]2[CH:15]=[C:16]([N:20]3[C:29](=[O:30])[C:28]4[C:23](=[CH:24][C:25]([C:31]([O:33]C)=[O:32])=[CH:26][CH:27]=4)[NH:22][C:21]3=[O:35])[CH:17]=[CH:18][CH:19]=2)(=[O:13])=[O:12])[C:10]2[C:5](=[CH:6][CH:7]=[CH:8][CH:9]=2)[CH2:4][CH2:3][CH2:2]1.